Dataset: Forward reaction prediction with 1.9M reactions from USPTO patents (1976-2016). Task: Predict the product of the given reaction. (1) The product is: [C:1]([C:3](=[CH:40][CH:37]1[CH2:39][CH2:38]1)[C:4]([N:6]1[CH2:11][CH2:10][CH2:9][CH:8]([CH2:12][NH:13][C:14]2[N:19]3[CH:20]=[CH:21][N:22]=[C:18]3[C:17]([C:23]([NH2:25])=[O:24])=[C:16]([NH:26][C:27]3[CH:28]=[C:29]([O:35][CH3:36])[CH:30]=[C:31]([O:33][CH3:34])[CH:32]=3)[N:15]=2)[CH2:7]1)=[O:5])#[N:2]. Given the reactants [C:1]([CH2:3][C:4]([N:6]1[CH2:11][CH2:10][CH2:9][CH:8]([CH2:12][NH:13][C:14]2[N:19]3[CH:20]=[CH:21][N:22]=[C:18]3[C:17]([C:23]([NH2:25])=[O:24])=[C:16]([NH:26][C:27]3[CH:32]=[C:31]([O:33][CH3:34])[CH:30]=[C:29]([O:35][CH3:36])[CH:28]=3)[N:15]=2)[CH2:7]1)=[O:5])#[N:2].[CH:37]1([CH:40]=O)[CH2:39][CH2:38]1.C(O)(=O)C.N1CCCCC1, predict the reaction product. (2) Given the reactants C1C([C@@H]2[CH2:26][CH2:25][C@@:11]3([O:15][C@:14]4([CH:20]5[CH2:21][CH:22]6[CH2:24][CH:18]([CH2:19]5)[CH2:17][CH:16]4[CH2:23]6)[O:13][O:12]3)[CH2:10][CH2:9]2)=CC=C(O)C=1.[OH-:27].[Na+].Cl.[CH3:30][NH:31][CH2:32][CH2:33][CH2:34]Cl.[CH3:36]S(O)(=O)=O.[C:41](#[N:43])[CH3:42], predict the reaction product. The product is: [CH3:42][C:41]([CH3:36])([CH2:30][NH:31][C:32]([CH2:33][C@@H:34]1[CH2:9][CH2:10][C@:11]2([O:15][C:14]3([CH:20]4[CH2:21][CH:22]5[CH2:24][CH:18]([CH2:19]4)[CH2:17][CH:16]3[CH2:23]5)[O:13][O:12]2)[CH2:25][CH2:26]1)=[O:27])[NH2:43]. (3) Given the reactants [CH3:1][O:2][C:3]1[CH:40]=[CH:39][C:6]([CH2:7][N:8]([CH2:30][C:31]2[CH:36]=[CH:35][C:34]([O:37][CH3:38])=[CH:33][CH:32]=2)[C:9]2[N:14]=[CH:13][C:12]([C:15]3[C:16]4[CH2:29][CH2:28][NH:27][C:17]=4[N:18]=[C:19]([N:21]4[CH2:26][CH2:25][O:24][CH2:23][CH2:22]4)[N:20]=3)=[CH:11][N:10]=2)=[CH:5][CH:4]=1.[C:41]([O:45][C:46]([N:48]1[CH2:53][CH2:52][N:51]([C:54](=[O:63])[CH2:55][C:56]2[CH:61]=[CH:60][CH:59]=[C:58](Br)[CH:57]=2)[CH2:50][CH2:49]1)=[O:47])([CH3:44])([CH3:43])[CH3:42], predict the reaction product. The product is: [C:41]([O:45][C:46]([N:48]1[CH2:53][CH2:52][N:51]([C:54](=[O:63])[CH2:55][C:56]2[CH:57]=[CH:58][CH:59]=[C:60]([N:27]3[C:17]4[N:18]=[C:19]([N:21]5[CH2:26][CH2:25][O:24][CH2:23][CH2:22]5)[N:20]=[C:15]([C:12]5[CH:11]=[N:10][C:9]([N:8]([CH2:7][C:6]6[CH:5]=[CH:4][C:3]([O:2][CH3:1])=[CH:40][CH:39]=6)[CH2:30][C:31]6[CH:32]=[CH:33][C:34]([O:37][CH3:38])=[CH:35][CH:36]=6)=[N:14][CH:13]=5)[C:16]=4[CH2:29][CH2:28]3)[CH:61]=2)[CH2:50][CH2:49]1)=[O:47])([CH3:44])([CH3:42])[CH3:43]. (4) Given the reactants C([N:8]1[CH2:13][CH2:12][O:11][C@H:10]([CH2:14][C:15]2[CH:20]=[CH:19][C:18]([OH:21])=[C:17]([Cl:22])[CH:16]=2)[CH2:9]1)(OC(C)(C)C)=O.C(=O)([O-])[O-].[K+].[K+].I[CH2:30][CH3:31].C1(S)C=CC=CC=1.C(=O)([O-])[O-].C(N(C(C)C)CC)(C)C, predict the reaction product. The product is: [Cl:22][C:17]1[CH:16]=[C:15]([CH:20]=[CH:19][C:18]=1[O:21][CH2:30][CH3:31])[CH2:14][C@H:10]1[O:11][CH2:12][CH2:13][NH:8][CH2:9]1. (5) Given the reactants [CH2:1]([O:3][C:4]1[CH:38]=[C:37]([F:39])[C:7]([CH2:8][N:9]2[C:17]3[C:12](=[CH:13][CH:14]=[CH:15][CH:16]=3)[C:11]([C:18]3[N:23]=[C:22]([NH:24][C:25]4[CH:30]=[CH:29][N:28]=[CH:27][CH:26]=4)[C:21]([O:31][CH2:32][CH2:33][S:34]([CH3:36])=[O:35])=[CH:20][N:19]=3)=[N:10]2)=[C:6]([F:40])[CH:5]=1)[CH3:2].OO.CC[O:45]C(/N=N/C(OCC)=O)=O, predict the reaction product. The product is: [CH2:1]([O:3][C:4]1[CH:5]=[C:6]([F:40])[C:7]([CH2:8][N:9]2[C:17]3[C:12](=[CH:13][CH:14]=[CH:15][CH:16]=3)[C:11]([C:18]3[N:23]=[C:22]([NH:24][C:25]4[CH:26]=[CH:27][N:28]=[CH:29][CH:30]=4)[C:21]([O:31][CH2:32][CH2:33][S:34]([CH3:36])(=[O:45])=[O:35])=[CH:20][N:19]=3)=[N:10]2)=[C:37]([F:39])[CH:38]=1)[CH3:2].